This data is from Reaction yield outcomes from USPTO patents with 853,638 reactions. The task is: Predict the reaction yield, written as a fraction of the theoretical maximum amount of product (1.0 means a 100% yield; for example, 0.34 means a 34% yield). (1) The reactants are [CH:1]1([OH:9])[CH2:8][CH2:7][CH2:6][CH2:5][CH2:4][CH:3]=[CH:2]1.[N+:10]([C:13]1[CH:21]=[CH:20][C:16]([C:17](Cl)=[O:18])=[CH:15][CH:14]=1)([O-:12])=[O:11]. The catalyst is ClCCl.CN(C1C=CN=CC=1)C. The product is [N+:10]([C:13]1[CH:14]=[CH:15][C:16]([C:17]([O:9][CH:1]2[CH2:8][CH2:7][CH2:6][CH2:5][CH2:4][CH:3]=[CH:2]2)=[O:18])=[CH:20][CH:21]=1)([O-:12])=[O:11]. The yield is 0.480. (2) The reactants are [F:1][C:2]1[C:3]([I:11])=[C:4]([N+:8]([O-])=O)[CH:5]=[CH:6][CH:7]=1.C(O)C.[ClH:15].C(=O)([O-])[O-].[Na+].[Na+]. The catalyst is [Fe].C(OCC)(=O)C. The product is [ClH:15].[F:1][C:2]1[C:3]([I:11])=[C:4]([CH:5]=[CH:6][CH:7]=1)[NH2:8]. The yield is 0.180.